From a dataset of NCI-60 drug combinations with 297,098 pairs across 59 cell lines. Regression. Given two drug SMILES strings and cell line genomic features, predict the synergy score measuring deviation from expected non-interaction effect. (1) Synergy scores: CSS=26.7, Synergy_ZIP=-8.71, Synergy_Bliss=-3.38, Synergy_Loewe=-8.36, Synergy_HSA=-5.83. Drug 1: CC12CCC3C(C1CCC2=O)CC(=C)C4=CC(=O)C=CC34C. Cell line: NCI-H226. Drug 2: CN(CCCl)CCCl.Cl. (2) Drug 1: CC1C(C(CC(O1)OC2CC(CC3=C2C(=C4C(=C3O)C(=O)C5=C(C4=O)C(=CC=C5)OC)O)(C(=O)C)O)N)O.Cl. Drug 2: CC1=C(C=C(C=C1)NC(=O)C2=CC=C(C=C2)CN3CCN(CC3)C)NC4=NC=CC(=N4)C5=CN=CC=C5. Cell line: SK-MEL-5. Synergy scores: CSS=2.09, Synergy_ZIP=-3.58, Synergy_Bliss=-6.34, Synergy_Loewe=-9.08, Synergy_HSA=-8.90. (3) Drug 1: CC12CCC(CC1=CCC3C2CCC4(C3CC=C4C5=CN=CC=C5)C)O. Drug 2: C1CC(=O)NC(=O)C1N2C(=O)C3=CC=CC=C3C2=O. Cell line: COLO 205. Synergy scores: CSS=-4.94, Synergy_ZIP=1.98, Synergy_Bliss=-1.07, Synergy_Loewe=-3.69, Synergy_HSA=-5.05. (4) Drug 1: C1=NC(=NC(=O)N1C2C(C(C(O2)CO)O)O)N. Drug 2: CC(C)CN1C=NC2=C1C3=CC=CC=C3N=C2N. Cell line: SR. Synergy scores: CSS=42.7, Synergy_ZIP=1.57, Synergy_Bliss=0.669, Synergy_Loewe=2.60, Synergy_HSA=1.13. (5) Drug 1: C1CCC(CC1)NC(=O)N(CCCl)N=O. Drug 2: CC=C1C(=O)NC(C(=O)OC2CC(=O)NC(C(=O)NC(CSSCCC=C2)C(=O)N1)C(C)C)C(C)C. Cell line: RPMI-8226. Synergy scores: CSS=67.5, Synergy_ZIP=-3.99, Synergy_Bliss=-7.51, Synergy_Loewe=-15.9, Synergy_HSA=-6.33. (6) Drug 1: CCN(CC)CCNC(=O)C1=C(NC(=C1C)C=C2C3=C(C=CC(=C3)F)NC2=O)C. Drug 2: C(=O)(N)NO. Cell line: HOP-62. Synergy scores: CSS=11.5, Synergy_ZIP=12.2, Synergy_Bliss=11.8, Synergy_Loewe=13.2, Synergy_HSA=4.25. (7) Drug 1: CNC(=O)C1=NC=CC(=C1)OC2=CC=C(C=C2)NC(=O)NC3=CC(=C(C=C3)Cl)C(F)(F)F. Drug 2: CN(CC1=CN=C2C(=N1)C(=NC(=N2)N)N)C3=CC=C(C=C3)C(=O)NC(CCC(=O)O)C(=O)O. Cell line: A498. Synergy scores: CSS=35.1, Synergy_ZIP=0.0604, Synergy_Bliss=-1.12, Synergy_Loewe=-26.9, Synergy_HSA=-3.09.